From a dataset of Forward reaction prediction with 1.9M reactions from USPTO patents (1976-2016). Predict the product of the given reaction. (1) Given the reactants [S:1]1[C:5]2[CH:6]=[C:7]([C:10]3[CH:11]=[C:12]([CH:22]([CH2:28][CH:29]([CH3:31])[CH3:30])[C:23]([O:25]CC)=[O:24])[CH:13]=[C:14]([Cl:21])[C:15]=3[O:16][CH2:17][CH:18]3[CH2:20][CH2:19]3)[CH:8]=[CH:9][C:4]=2[N:3]=[CH:2]1.CO.O.O[Li].O, predict the reaction product. The product is: [S:1]1[C:5]2[CH:6]=[C:7]([C:10]3[CH:11]=[C:12]([CH:22]([CH2:28][CH:29]([CH3:31])[CH3:30])[C:23]([OH:25])=[O:24])[CH:13]=[C:14]([Cl:21])[C:15]=3[O:16][CH2:17][CH:18]3[CH2:19][CH2:20]3)[CH:8]=[CH:9][C:4]=2[N:3]=[CH:2]1. (2) Given the reactants [CH2:1]([O:11][CH2:12][CH2:13][CH2:14]O)[CH2:2][CH2:3][CH2:4][CH2:5][CH2:6][CH2:7][CH2:8][CH2:9][CH3:10].[H-].[Na+].[Na+].[I-].C(O)CCO.[H][H].[CH2:27](Cl)[CH2:28][CH2:29][CH2:30][CH2:31][CH2:32][CH2:33]CCC, predict the reaction product. The product is: [CH2:1]([O:11][CH2:12][CH2:13][CH2:14][CH2:27][CH2:28][CH2:29][CH2:30][CH2:31][CH2:32][CH3:33])[CH2:2][CH2:3][CH2:4][CH2:5][CH2:6][CH2:7][CH2:8][CH2:9][CH3:10]. (3) Given the reactants [CH3:1][O:2][C:3](=[O:20])[C@H:4]([NH:10][C:11]1[CH:16]=[C:15]([CH3:17])[C:14]([F:18])=[C:13]([CH3:19])[CH:12]=1)[CH2:5][CH2:6][CH2:7][CH2:8][NH2:9].[N+:21]([C:24]1[CH:25]=[C:26]([S:30](Cl)(=[O:32])=[O:31])[CH:27]=[CH:28][CH:29]=1)([O-:23])=[O:22].C(N(CC)CC)C, predict the reaction product. The product is: [CH3:1][O:2][C:3](=[O:20])[C@H:4]([NH:10][C:11]1[CH:16]=[C:15]([CH3:17])[C:14]([F:18])=[C:13]([CH3:19])[CH:12]=1)[CH2:5][CH2:6][CH2:7][CH2:8][NH:9][S:30]([C:26]1[CH:27]=[CH:28][CH:29]=[C:24]([N+:21]([O-:23])=[O:22])[CH:25]=1)(=[O:31])=[O:32]. (4) Given the reactants [CH3:1][O:2][C:3]1[CH:8]=[CH:7][C:6]([N:9]2[CH2:14][CH2:13][N:12]([C:15]3[C:16]([CH3:29])=[C:17]([CH3:28])[C:18]4[O:22][C:21]([CH3:24])([CH3:23])[CH:20](O)[C:19]=4[C:26]=3[CH3:27])[CH2:11][CH2:10]2)=[CH:5][CH:4]=1.[NH:30]1[CH2:34][CH2:33][CH2:32][CH2:31]1, predict the reaction product. The product is: [CH3:1][O:2][C:3]1[CH:4]=[CH:5][C:6]([N:9]2[CH2:14][CH2:13][N:12]([C:15]3[C:26]([CH3:27])=[C:19]([CH3:20])[C:18]4[O:22][C:21]([CH3:24])([CH3:23])[CH:28]([N:30]5[CH2:34][CH2:33][CH2:32][CH2:31]5)[C:17]=4[C:16]=3[CH3:29])[CH2:11][CH2:10]2)=[CH:7][CH:8]=1.